Dataset: Peptide-MHC class I binding affinity with 185,985 pairs from IEDB/IMGT. Task: Regression. Given a peptide amino acid sequence and an MHC pseudo amino acid sequence, predict their binding affinity value. This is MHC class I binding data. (1) The peptide sequence is TAATKRYPGV. The MHC is HLA-A02:02 with pseudo-sequence HLA-A02:02. The binding affinity (normalized) is 0.0622. (2) The peptide sequence is QPYHFKDL. The MHC is HLA-A02:01 with pseudo-sequence HLA-A02:01. The binding affinity (normalized) is 0.0159. (3) The peptide sequence is EVDPIGHLY. The MHC is HLA-A01:01 with pseudo-sequence HLA-A01:01. The binding affinity (normalized) is 0.669. (4) The peptide sequence is MISRMLINR. The MHC is HLA-A33:01 with pseudo-sequence HLA-A33:01. The binding affinity (normalized) is 0.790. (5) The peptide sequence is YHRPLTGYM. The MHC is HLA-B38:01 with pseudo-sequence HLA-B38:01. The binding affinity (normalized) is 0.0847.